Dataset: Reaction yield outcomes from USPTO patents with 853,638 reactions. Task: Predict the reaction yield, written as a fraction of the theoretical maximum amount of product (1.0 means a 100% yield; for example, 0.34 means a 34% yield). (1) The catalyst is C1COCC1.[Cl-].[Na+].O. The product is [OH:29][C@@H:27]([C@H:3]1[C:2](=[O:1])[N:8]2[C@@H:4]1[CH2:5][C:6]([C:15]1[CH:16]=[CH:17][C:18]([N:21]3[CH2:25][CH2:24][O:23][C:22]3=[O:26])=[CH:19][CH:20]=1)=[C:7]2[C:9]([O:11][CH2:12][CH:13]=[CH2:14])=[O:10])[CH3:28]. The yield is 1.00. The reactants are [O:1]=[C:2]1[N:8]2[C@H:4]([CH2:5][C:6]([C:15]3[CH:20]=[CH:19][C:18]([N:21]4[CH2:25][CH2:24][O:23][C:22]4=[O:26])=[CH:17][CH:16]=3)=[C:7]2[C:9]([O:11][CH2:12][CH:13]=[CH2:14])=[O:10])[C@H:3]1[C@H:27]([O:29][Si](C)(C)C)[CH3:28].O.Cl.C(=O)([O-])O.[Na+]. (2) The reactants are [F:1][C:2]1[CH:7]=[CH:6][C:5]([NH:8][C:9]2[N:10]([CH3:25])[C:11]3[C:20]4[C:19](=[O:21])[NH:18][C:17]([CH3:22])=[C:16]([CH3:23])[C:15]=4[CH:14]=[CH:13][C:12]=3[N:24]=2)=[C:4]([CH3:26])[CH:3]=1.[O:27]1CCOCC1. No catalyst specified. The product is [F:1][C:2]1[CH:7]=[CH:6][C:5]([NH:8][C:9]2[N:10]([CH3:25])[C:11]3[C:20]4[C:19](=[O:21])[NH:18][C:17]([CH:22]=[O:27])=[C:16]([CH3:23])[C:15]=4[CH:14]=[CH:13][C:12]=3[N:24]=2)=[C:4]([CH3:26])[CH:3]=1. The yield is 0.820. (3) The reactants are [Cl:1][C:2]1[CH:3]=[CH:4][C:5]2[C:15]3[C:10](=[CH:11][N:12]=[C:13]([NH:16][C:17](=O)[CH3:18])[CH:14]=3)[CH:9]([CH3:20])[O:8][C:6]=2[CH:7]=1.[H-].[Na+].[CH3:23][O:24][C:25]1[CH:32]=[CH:31][C:28]([CH2:29]Cl)=[CH:27][CH:26]=1. The catalyst is CN(C=O)C. The product is [Cl:1][C:2]1[CH:3]=[CH:4][C:5]2[C:15]3[C:10](=[CH:11][N:12]=[C:13]([N:16]([CH2:29][C:28]4[CH:31]=[CH:32][C:25]([O:24][CH3:23])=[CH:26][CH:27]=4)[CH2:17][C:18]4[CH:2]=[CH:7][C:6]([O:8][CH3:9])=[CH:5][CH:4]=4)[CH:14]=3)[CH:9]([CH3:20])[O:8][C:6]=2[CH:7]=1. The yield is 0.240. (4) The reactants are [Cl:1][C:2]1[N:10](CC=C)[C:9]2[C:8](=[O:14])[NH:7][C:6](=[O:15])[N:5]([CH2:16][CH2:17][CH3:18])[C:4]=2[N:3]=1.[C:19]1([CH2:25][C:26]2[O:30][N:29]=[C:28]([CH2:31][CH2:32][CH2:33]O)[N:27]=2)[CH:24]=[CH:23][CH:22]=[CH:21][CH:20]=1.C1C=CC(P(C2C=CC=CC=2)C2C=CC=CC=2)=CC=1.C1C=CC(COC(/N=N/C(OCC2C=CC=CC=2)=O)=O)=CC=1.N1CCOCC1. The catalyst is C1COCC1.C1C=CC([P]([Pd]([P](C2C=CC=CC=2)(C2C=CC=CC=2)C2C=CC=CC=2)([P](C2C=CC=CC=2)(C2C=CC=CC=2)C2C=CC=CC=2)[P](C2C=CC=CC=2)(C2C=CC=CC=2)C2C=CC=CC=2)(C2C=CC=CC=2)C2C=CC=CC=2)=CC=1. The product is [Cl:1][C:2]1[NH:10][C:9]2[C:8](=[O:14])[N:7]([CH2:33][CH2:32][CH2:31][C:28]3[N:27]=[C:26]([CH2:25][C:19]4[CH:24]=[CH:23][CH:22]=[CH:21][CH:20]=4)[O:30][N:29]=3)[C:6](=[O:15])[N:5]([CH2:16][CH2:17][CH3:18])[C:4]=2[N:3]=1. The yield is 0.110. (5) The reactants are C1C(=O)N([Br:8])C(=O)C1.[CH:9]([C:11]1[N:12]=[C:13]([N:16]([C:24]([O:26][C:27]([CH3:30])([CH3:29])[CH3:28])=[O:25])[C:17]([O:19][C:20]([CH3:23])([CH3:22])[CH3:21])=[O:18])[NH:14][CH:15]=1)=[O:10]. The catalyst is CN(C=O)C.CCOC(C)=O. The product is [Br:8][C:15]1[N:14]=[C:13]([N:16]([C:24]([O:26][C:27]([CH3:30])([CH3:29])[CH3:28])=[O:25])[C:17]([O:19][C:20]([CH3:22])([CH3:23])[CH3:21])=[O:18])[NH:12][C:11]=1[CH:9]=[O:10]. The yield is 0.410. (6) The reactants are Cl[C:2]1[N:10]=[C:9]2[C:5]([N:6]=[CH:7][N:8]2[CH3:11])=[C:4]([NH:12][CH2:13][C:14]2[S:15][C:16]([CH3:19])=[CH:17][CH:18]=2)[N:3]=1.[NH2:20][CH:21]([CH2:24][CH3:25])[CH2:22][OH:23]. The catalyst is O. The product is [CH3:11][N:8]1[CH:7]=[N:6][C:5]2[C:9]1=[N:10][C:2]([NH:20][C@H:21]([CH2:24][CH3:25])[CH2:22][OH:23])=[N:3][C:4]=2[NH:12][CH2:13][C:14]1[S:15][C:16]([CH3:19])=[CH:17][CH:18]=1. The yield is 0.930.